This data is from Forward reaction prediction with 1.9M reactions from USPTO patents (1976-2016). The task is: Predict the product of the given reaction. (1) The product is: [CH2:35]([C:16]1([CH2:13][CH:14]=[CH2:15])[C:33](=[O:34])[N:19]2[CH2:20][CH2:21][N:22]([C:5]([N:39]([CH3:38])[C@@H:40]([C:42]3[CH:47]=[C:46]([C:48]([F:49])([F:50])[F:51])[CH:45]=[C:44]([CH3:52])[CH:43]=3)[CH3:41])=[O:11])[C@@H:23]([C:24]3[CH:29]=[CH:28][C:27]([O:30][CH3:31])=[CH:26][C:25]=3[CH3:32])[C@@H:18]2[CH2:17]1)[CH:36]=[CH2:37]. Given the reactants ClC(Cl)(O[C:5](=[O:11])OC(Cl)(Cl)Cl)Cl.[CH2:13]([C:16]1([CH2:35][CH:36]=[CH2:37])[C:33](=[O:34])[N:19]2[CH2:20][CH2:21][NH:22][C@@H:23]([C:24]3[CH:29]=[CH:28][C:27]([O:30][CH3:31])=[CH:26][C:25]=3[CH3:32])[C@@H:18]2[CH2:17]1)[CH:14]=[CH2:15].[CH3:38][NH:39][C@@H:40]([C:42]1[CH:47]=[C:46]([C:48]([F:51])([F:50])[F:49])[CH:45]=[C:44]([CH3:52])[CH:43]=1)[CH3:41], predict the reaction product. (2) Given the reactants [CH3:1][N:2]([CH2:10][C:11]1[S:12][C:13]([S:24]([C:27]2[CH:32]=[CH:31][CH:30]=[CH:29][CH:28]=2)(=[O:26])=[O:25])=[C:14]([C:17]2[CH:22]=[CH:21][CH:20]=[CH:19][C:18]=2[CH3:23])[C:15]=1[CH3:16])C(=O)OC(C)(C)C.C(OCC)(=O)C.[ClH:39], predict the reaction product. The product is: [ClH:39].[CH3:1][NH:2][CH2:10][C:11]1[S:12][C:13]([S:24]([C:27]2[CH:32]=[CH:31][CH:30]=[CH:29][CH:28]=2)(=[O:25])=[O:26])=[C:14]([C:17]2[CH:22]=[CH:21][CH:20]=[CH:19][C:18]=2[CH3:23])[C:15]=1[CH3:16]. (3) Given the reactants [CH3:1][O:2][C:3]1[CH:4]=[C:5]([N:26]2[CH2:31][CH2:30]S[CH2:28][CH2:27]2)[CH:6]=[CH:7][C:8]=1[C:9]1[O:10][C:11]([C:14]2[C:15]([C:20]3[CH:25]=[CH:24][CH:23]=[CH:22][CH:21]=3)=[N:16][O:17][C:18]=2[CH3:19])=[N:12][N:13]=1.O[O:33][S:34]([O-:36])=O.[K+].S(=O)(O)[O-].[Na+].C(=O)([O-])[O-].[Na+].[Na+], predict the reaction product. The product is: [CH3:1][O:2][C:3]1[CH:4]=[C:5]([N:26]2[CH2:31][CH2:30][S:34](=[O:36])(=[O:33])[CH2:28][CH2:27]2)[CH:6]=[CH:7][C:8]=1[C:9]1[O:10][C:11]([C:14]2[C:15]([C:20]3[CH:21]=[CH:22][CH:23]=[CH:24][CH:25]=3)=[N:16][O:17][C:18]=2[CH3:19])=[N:12][N:13]=1. (4) Given the reactants Br[CH:2]([CH3:12])[C:3]([C:5]1[CH:10]=[CH:9][C:8]([Cl:11])=[CH:7][CH:6]=1)=O.[C:13]([NH2:21])(=[S:20])[C:14]1[CH:19]=[CH:18][CH:17]=[CH:16][CH:15]=1.C([O-])(=O)C.[Na+].C(O)C, predict the reaction product. The product is: [Cl:11][C:8]1[CH:9]=[CH:10][C:5]([C:3]2[N:21]=[C:13]([C:14]3[CH:19]=[CH:18][CH:17]=[CH:16][CH:15]=3)[S:20][C:2]=2[CH3:12])=[CH:6][CH:7]=1. (5) Given the reactants [C:1]([N:4]1[C:13]2[C:8](=[CH:9][C:10]([N:14]3[CH2:19][CH2:18][N:17](C(OC(C)(C)C)=O)[CH2:16][CH2:15]3)=[CH:11][CH:12]=2)[C@H:7]([NH:27][C:28]2[CH:33]=[CH:32][CH:31]=[CH:30][CH:29]=2)[C@@H:6]([CH3:34])[C@@H:5]1[CH:35]1[CH2:37][CH2:36]1)(=[O:3])[CH3:2].[ClH:38].C([O-])([O-])=O.[K+].[K+], predict the reaction product. The product is: [ClH:38].[CH:35]1([C@H:5]2[C@H:6]([CH3:34])[C@@H:7]([NH:27][C:28]3[CH:33]=[CH:32][CH:31]=[CH:30][CH:29]=3)[C:8]3[C:13](=[CH:12][CH:11]=[C:10]([N:14]4[CH2:19][CH2:18][NH:17][CH2:16][CH2:15]4)[CH:9]=3)[N:4]2[C:1](=[O:3])[CH3:2])[CH2:36][CH2:37]1. (6) Given the reactants [NH:1]1[CH2:4][CH:3]([C:5]([NH:7][C@H:8]2[CH2:13][C:12]3[CH:14]=[CH:15][CH:16]=[C:17]([C:18]([OH:20])=[O:19])[C:11]=3[O:10][B:9]2[OH:21])=[O:6])[CH2:2]1.Cl[C:23]1[N:28]=[CH:27][CH:26]=[CH:25][N:24]=1, predict the reaction product. The product is: [OH:21][B:9]1[C@@H:8]([NH:7][C:5]([CH:3]2[CH2:4][N:1]([C:23]3[N:28]=[CH:27][CH:26]=[CH:25][N:24]=3)[CH2:2]2)=[O:6])[CH2:13][C:12]2[CH:14]=[CH:15][CH:16]=[C:17]([C:18]([OH:20])=[O:19])[C:11]=2[O:10]1. (7) The product is: [NH2:21][C:16]1[N:17]=[C:18]([C:6]2[CH:7]=[CH:8][C:3]([C:1]#[N:2])=[C:4]([F:12])[CH:5]=2)[CH:19]=[C:14]([Cl:13])[N:15]=1. Given the reactants [C:1]([C:3]1[CH:8]=[CH:7][C:6](B(O)O)=[CH:5][C:4]=1[F:12])#[N:2].[Cl:13][C:14]1[CH:19]=[C:18](Cl)[N:17]=[C:16]([NH2:21])[N:15]=1.C([O-])(O)=O.[Na+], predict the reaction product. (8) Given the reactants [Cl:1][C:2]1[C:7]([S:8]([NH2:11])(=[O:10])=[O:9])=[C:6]([OH:12])[C:5]([NH:13][C:14]2[C:17](=[O:18])[C:16](=[O:19])[C:15]=2Cl)=[CH:4][CH:3]=1.[F:21][C:22]1[CH:28]=[CH:27][C:25]([NH2:26])=[CH:24][CH:23]=1, predict the reaction product. The product is: [F:21][C:22]1[CH:28]=[CH:27][C:25]([NH:26][C:15]2[C:16](=[O:19])[C:17](=[O:18])[C:14]=2[NH:13][C:5]2[C:6]([OH:12])=[C:7]([S:8]([NH2:11])(=[O:10])=[O:9])[C:2]([Cl:1])=[CH:3][CH:4]=2)=[CH:24][CH:23]=1. (9) Given the reactants [F:1][C:2]1[C:11]2[CH2:10][N:9]([C@H:12]([CH:16]([CH3:18])[CH3:17])[C:13]([OH:15])=O)[C:8](=[O:19])[C:7]3=[CH:20][NH:21][C:5]([C:6]=23)=[N:4][CH:3]=1.Cl.[CH:23]1([CH2:26][O:27][NH2:28])[CH2:25][CH2:24]1.C1C=CC2N(O)N=NC=2C=1.C(Cl)CCl, predict the reaction product. The product is: [CH:23]1([CH2:26][O:27][NH:28][C:13](=[O:15])[C@H:12]([N:9]2[C:8](=[O:19])[C:7]3=[CH:20][NH:21][C:5]4[C:6]3=[C:11]([C:2]([F:1])=[CH:3][N:4]=4)[CH2:10]2)[CH:16]([CH3:18])[CH3:17])[CH2:25][CH2:24]1. (10) The product is: [CH3:7][N:6]1[C:2]([C:15]([C:17]2[S:21][CH:20]=[N:19][CH:18]=2)=[O:16])=[CH:3][N:4]=[CH:5]1. Given the reactants Br[C:2]1[N:6]([CH3:7])[CH:5]=[N:4][CH:3]=1.C([Mg]Br)C.CON(C)[C:15]([C:17]1[S:21][CH:20]=[N:19][CH:18]=1)=[O:16], predict the reaction product.